This data is from Forward reaction prediction with 1.9M reactions from USPTO patents (1976-2016). The task is: Predict the product of the given reaction. (1) Given the reactants [NH2:1][CH:2]1[CH:11]([CH2:12][C:13]2[CH:18]=[CH:17][C:16]([Cl:19])=[C:15]([Cl:20])[CH:14]=2)[C:10]2[CH:9]=[C:8]([OH:21])[CH:7]=[CH:6][C:5]=2[CH2:4][CH2:3]1.Br[CH2:23][CH:24]([F:28])[CH2:25][CH2:26]Br.C(N(CC)CC)C.O, predict the reaction product. The product is: [Cl:20][C:15]1[CH:14]=[C:13]([CH:18]=[CH:17][C:16]=1[Cl:19])[CH2:12][CH:11]1[C:10]2[CH:9]=[C:8]([OH:21])[CH:7]=[CH:6][C:5]=2[CH2:4][CH2:3][CH:2]1[N:1]1[CH2:26][CH2:25][CH:24]([F:28])[CH2:23]1. (2) Given the reactants NC1SC(C2C=C(Cl)C(S(N)(=O)=O)=C(Cl)C=2)=C(C)N=1.[Cl:20][C:21]1[CH:22]=[C:23]([C:34]2[S:38][C:37]([NH:39]C(=O)C)=[N:36][C:35]=2[CH3:43])[CH:24]=[C:25]([Cl:33])[C:26]=1[S:27](=[O:32])(=[O:31])[N:28]([CH3:30])[CH3:29], predict the reaction product. The product is: [NH2:39][C:37]1[S:38][C:34]([C:23]2[CH:24]=[C:25]([Cl:33])[C:26]([S:27]([N:28]([CH3:30])[CH3:29])(=[O:32])=[O:31])=[C:21]([Cl:20])[CH:22]=2)=[C:35]([CH3:43])[N:36]=1.